From a dataset of Catalyst prediction with 721,799 reactions and 888 catalyst types from USPTO. Predict which catalyst facilitates the given reaction. (1) Reactant: [F:1][C:2]1[C:7]([CH:8]([OH:19])[C:9]2[CH:10]=[C:11]3[C:16](=[CH:17][CH:18]=2)[N:15]=[CH:14][N:13]=[CH:12]3)=[C:6]([F:20])[C:5]([F:21])=[CH:4][C:3]=1[NH:22][C:23](=[O:28])[C:24]([CH3:27])([CH3:26])[CH3:25]. Product: [F:1][C:2]1[C:7]([C:8]([C:9]2[CH:10]=[C:11]3[C:16](=[CH:17][CH:18]=2)[N:15]=[CH:14][N:13]=[CH:12]3)=[O:19])=[C:6]([F:20])[C:5]([F:21])=[CH:4][C:3]=1[NH:22][C:23](=[O:28])[C:24]([CH3:26])([CH3:25])[CH3:27]. The catalyst class is: 177. (2) Reactant: [NH2:1][C@@H:2]1[CH2:11][C:10]2[C:5](=[CH:6][CH:7]=[CH:8][C:9]=2[OH:12])[CH2:4][C@H:3]1[OH:13].N[C@@H]1CC2C(=C(O)C=CC=2)C[C@H]1O.[Cl:27][C:28]1[CH:29]=[C:30]2[C:34](=[CH:35][CH:36]=1)[NH:33][C:32]([C:37](O)=[O:38])=[CH:31]2.ON1C2N=CC=CC=2N=N1.Cl.CN(C)CCCN=C=NCC. Product: [Cl:27][C:28]1[CH:29]=[C:30]2[C:34](=[CH:35][CH:36]=1)[NH:33][C:32]([C:37]([NH:1][C@@H:2]1[CH2:11][C:10]3[C:5](=[CH:6][CH:7]=[CH:8][C:9]=3[OH:12])[CH2:4][C@H:3]1[OH:13])=[O:38])=[CH:31]2. The catalyst class is: 9. (3) Reactant: [NH2:1][C:2]1([C:8]([O:10][CH3:11])=[O:9])[CH2:7][CH2:6][O:5][CH2:4][CH2:3]1.CCN(CC)CC.[Cl:19][C:20]1[C:29]2[C:24](=[CH:25][CH:26]=[C:27]([S:30](Cl)(=[O:32])=[O:31])[CH:28]=2)[C:23]([Cl:34])=[CH:22][N:21]=1. Product: [Cl:19][C:20]1[C:29]2[C:24](=[CH:25][CH:26]=[C:27]([S:30]([NH:1][C:2]3([C:8]([O:10][CH3:11])=[O:9])[CH2:3][CH2:4][O:5][CH2:6][CH2:7]3)(=[O:32])=[O:31])[CH:28]=2)[C:23]([Cl:34])=[CH:22][N:21]=1. The catalyst class is: 2. (4) Reactant: C(N(CC)CC)C.[N:8]([C:11]1[CH:16]=[CH:15][N:14]=[CH:13][C:12]=1[CH:17]=O)=[N+:9]=[N-:10].[NH2:19][C:20]1[C:27]([Cl:28])=[CH:26][C:23]([C:24]#[N:25])=[CH:22][C:21]=1[Cl:29]. Product: [N:8]([C:11]1[CH:16]=[CH:15][N:14]=[CH:13][C:12]=1/[CH:17]=[N:19]/[C:20]1[C:21]([Cl:29])=[CH:22][C:23]([C:24]#[N:25])=[CH:26][C:27]=1[Cl:28])=[N+:9]=[N-:10]. The catalyst class is: 642. (5) Reactant: Cl[C:2]1[N:7]([CH3:8])[C:6](=[O:9])[CH:5]=[C:4]([C:10]2[CH:15]=[CH:14][N:13]=[CH:12][N:11]=2)[N:3]=1.Cl.[O:17]1[CH2:22][CH2:21][NH:20][C@@H:19]2[CH2:23][CH2:24][C:25]3[C:30]([C@H:18]12)=[CH:29][CH:28]=[CH:27][CH:26]=3.C(N(CC)CC)C. Product: [O:17]1[CH2:22][CH2:21][N:20]([C:2]2[N:7]([CH3:8])[C:6](=[O:9])[CH:5]=[C:4]([C:10]3[CH:15]=[CH:14][N:13]=[CH:12][N:11]=3)[N:3]=2)[C@@H:19]2[CH2:23][CH2:24][C:25]3[C:30]([C@H:18]12)=[CH:29][CH:28]=[CH:27][CH:26]=3. The catalyst class is: 7. (6) Reactant: Cl[C:2]1[CH:8]=[CH:7][CH:6]=[CH:5][C:3]=1[NH2:4].S([O-])([O-])(=O)=O.[Mg+2].[OH:15][C:16]1[C:21]([CH3:22])=[CH:20][C:19]([C:23]2[N:28]=[N:27][C:26]([O:29][CH3:30])=[C:25]([C:31](=O)[CH2:32][CH3:33])[CH:24]=2)=[CH:18][C:17]=1[CH3:35].C(O)(=O)C. Product: [CH3:30][O:29][C:26]1[N:27]=[N:28][C:23]([C:19]2[CH:20]=[C:21]([CH3:22])[C:16]([OH:15])=[C:17]([CH3:35])[CH:18]=2)=[CH:24][C:25]=1[C:31]1[NH:4][C:3]2[C:2]([C:32]=1[CH3:33])=[CH:8][CH:7]=[CH:6][CH:5]=2. The catalyst class is: 44.